The task is: Predict the reaction yield, written as a fraction of the theoretical maximum amount of product (1.0 means a 100% yield; for example, 0.34 means a 34% yield).. This data is from Reaction yield outcomes from USPTO patents with 853,638 reactions. (1) The reactants are [C:1]([C:5]1[C:6]([OH:19])=[C:7]([CH:12]=[C:13](C(C)(C)C)[CH:14]=1)[C:8]([O:10][CH3:11])=[O:9])([CH3:4])([CH3:3])[CH3:2].[N+:20]([O-])([OH:22])=[O:21].O. The catalyst is C(O)(=O)C. The product is [C:1]([C:5]1[C:6]([OH:19])=[C:7]([CH:12]=[C:13]([N+:20]([O-:22])=[O:21])[CH:14]=1)[C:8]([O:10][CH3:11])=[O:9])([CH3:4])([CH3:3])[CH3:2]. The yield is 0.890. (2) The reactants are [C:1]([C:4]1[N:5]=[C:6]([C:24]2[C:29]([F:30])=[CH:28][CH:27]=[CH:26][C:25]=2[F:31])[O:7][C:8]=1[C:9]1[CH:23]=[CH:22][C:12]([CH2:13][NH:14]C(=O)OC(C)(C)C)=[CH:11][CH:10]=1)(=[O:3])[NH2:2].Cl.O1CCOCC1.C([O-])=O. The catalyst is C(Cl)Cl. The product is [NH2:14][CH2:13][C:12]1[CH:11]=[CH:10][C:9]([C:8]2[O:7][C:6]([C:24]3[C:25]([F:31])=[CH:26][CH:27]=[CH:28][C:29]=3[F:30])=[N:5][C:4]=2[C:1]([NH2:2])=[O:3])=[CH:23][CH:22]=1. The yield is 0.430. (3) The reactants are [CH2:1]([C:3]1[N:7]([CH3:8])[N:6]=[C:5]([C:9]([OH:11])=O)[CH:4]=1)[CH3:2].S(Cl)(Cl)=O.[NH2:16][C:17]1[CH:18]=[C:19]([CH:32]=[CH:33][CH:34]=1)[C:20]([C:22]1[CH:30]=[C:29]2[C:25]([CH2:26][C:27](=[O:31])[NH:28]2)=[CH:24][CH:23]=1)=[O:21]. The catalyst is C1COCC1. The product is [O:31]=[C:27]1[CH2:26][C:25]2[C:29](=[CH:30][C:22]([C:20]([C:19]3[CH:18]=[C:17]([NH:16][C:9]([C:5]4[CH:4]=[C:3]([CH2:1][CH3:2])[N:7]([CH3:8])[N:6]=4)=[O:11])[CH:34]=[CH:33][CH:32]=3)=[O:21])=[CH:23][CH:24]=2)[NH:28]1. The yield is 0.620. (4) The reactants are [NH2:1][C:2]1[CH:15]=[CH:14][C:13]([N+:16]([O-:18])=[O:17])=[CH:12][C:3]=1[C:4]([C:6]1[CH:11]=[CH:10][CH:9]=[CH:8][CH:7]=1)=O.NS(O)(=O)=O.[C:24]([O:30][C:31](C)(C)[CH3:32])(=[O:29])[CH2:25][C:26]([CH3:28])=O. The catalyst is C(OCC)(=O)C. The product is [CH3:28][C:26]1[C:25]([C:24]([O:30][CH2:31][CH3:32])=[O:29])=[C:4]([C:6]2[CH:11]=[CH:10][CH:9]=[CH:8][CH:7]=2)[C:3]2[C:2](=[CH:15][CH:14]=[C:13]([N+:16]([O-:18])=[O:17])[CH:12]=2)[N:1]=1. The yield is 0.760. (5) The reactants are [C:1]([O:9]C)(=O)/[CH:2]=[CH:3]\[C:4]([O:6][CH3:7])=[O:5].[CH2:11]([NH2:14])[CH2:12][NH2:13]. The catalyst is CC(O)C. The product is [O:9]=[C:1]1[NH:14][CH2:11][CH2:12][NH:13][CH:2]1[CH2:3][C:4]([O:6][CH3:7])=[O:5]. The yield is 0.590. (6) The reactants are [NH2:1][C:2]1[N:7]=[CH:6][C:5]([C:8]#[N:9])=[CH:4][CH:3]=1.CN(C)C1C=CC=CC=1.[CH3:19][O:20][C:21](=[O:27])[CH2:22][CH2:23][C:24](Cl)=[O:25]. The catalyst is O1CCCC1. The yield is 0.710. The product is [C:8]([C:5]1[CH:4]=[CH:3][C:2]([NH:1][C:24](=[O:25])[CH2:23][CH2:22][C:21]([O:20][CH3:19])=[O:27])=[N:7][CH:6]=1)#[N:9]. (7) The reactants are Br[C:2]1[CH:3]=[C:4]([C:8]2([CH3:16])[CH2:13][O:12][N:11]([CH3:14])[C:10](=[NH:15])[NH:9]2)[CH:5]=[CH:6][CH:7]=1.[C:17]([C:19]1[CH:20]=[C:21](B(O)O)[CH:22]=[CH:23][CH:24]=1)#[N:18].C([O-])([O-])=O.[K+].[K+]. The catalyst is C(O)C. The product is [C:17]([C:19]1[CH:24]=[C:23]([C:2]2[CH:3]=[C:4]([C:8]3([CH3:16])[CH2:13][O:12][N:11]([CH3:14])[C:10](=[NH:15])[NH:9]3)[CH:5]=[CH:6][CH:7]=2)[CH:22]=[CH:21][CH:20]=1)#[N:18]. The yield is 0.440.